This data is from Forward reaction prediction with 1.9M reactions from USPTO patents (1976-2016). The task is: Predict the product of the given reaction. Given the reactants Cl[CH2:2][CH2:3][CH2:4][CH2:5][C:6]([C:8]1[CH:13]=[CH:12][CH:11]=[C:10]([N+:14]([O-:16])=[O:15])[CH:9]=1)=[O:7].[NH:17]1[CH2:22][CH2:21][CH:20]([C:23]2[CH:24]=[C:25]([NH:29][C:30](=[O:33])[CH2:31][CH3:32])[CH:26]=[CH:27][CH:28]=2)[CH2:19][CH2:18]1, predict the reaction product. The product is: [N+:14]([C:10]1[CH:9]=[C:8]([C:6](=[O:7])[CH2:5][CH2:4][CH2:3][CH2:2][N:17]2[CH2:22][CH2:21][CH:20]([C:23]3[CH:24]=[C:25]([NH:29][C:30](=[O:33])[CH2:31][CH3:32])[CH:26]=[CH:27][CH:28]=3)[CH2:19][CH2:18]2)[CH:13]=[CH:12][CH:11]=1)([O-:16])=[O:15].